The task is: Predict the reactants needed to synthesize the given product.. This data is from Full USPTO retrosynthesis dataset with 1.9M reactions from patents (1976-2016). (1) Given the product [OH:2][C:3]1[CH:8]=[CH:7][C:6]([OH:9])=[CH:5][C:4]=1[C:11](=[O:20])[CH2:12][C:13]1[CH:18]=[CH:17][C:16]([F:19])=[CH:15][CH:14]=1, predict the reactants needed to synthesize it. The reactants are: C[O:2][C:3]1[CH:8]=[CH:7][C:6]([O:9]C)=[CH:5][C:4]=1[C:11](=[O:20])[CH2:12][C:13]1[CH:18]=[CH:17][C:16]([F:19])=[CH:15][CH:14]=1.N#N.B(Br)(Br)Br. (2) Given the product [OH:27][C:24]1[CH:23]=[CH:22][C:21]([C:19]2[N:18]=[C:17]3[NH:31][N:32]=[C:33]([CH3:34])[C:16]3=[C:15]([CH2:14][N:9]3[C:10]([CH3:13])([CH3:12])[CH2:11][N:6]([C:4](=[O:5])[CH2:3][O:2][CH3:1])[C:7]([CH3:42])([CH3:41])[CH2:8]3)[CH:20]=2)=[CH:26][CH:25]=1, predict the reactants needed to synthesize it. The reactants are: [CH3:1][O:2][CH2:3][C:4]([N:6]1[CH2:11][C:10]([CH3:13])([CH3:12])[N:9]([CH2:14][C:15]2[CH:20]=[C:19]([C:21]3[CH:26]=[CH:25][C:24]([O:27]COC)=[CH:23][CH:22]=3)[N:18]=[C:17]3[N:31](C4CCCCO4)[N:32]=[C:33]([CH3:34])[C:16]=23)[CH2:8][C:7]1([CH3:42])[CH3:41])=[O:5].Cl. (3) Given the product [Br:25][C:21]1[CH:20]=[C:19]2[C:24](=[CH:23][CH:22]=1)[C:15]([CH2:14][N:11]1[C:12](=[O:13])[C@@H:6]([NH:5][C:3](=[O:4])[C@@H:2]([NH:1][CH2:36][CH:33]3[CH2:35][CH2:34]3)[CH3:32])[CH2:7][CH2:8][C:9]3[CH:31]=[CH:30][CH:29]=[CH:28][C:10]1=3)=[C:16]([O:26][CH3:27])[CH:17]=[CH:18]2, predict the reactants needed to synthesize it. The reactants are: [NH2:1][C@@H:2]([CH3:32])[C:3]([NH:5][C@@H:6]1[C:12](=[O:13])[N:11]([CH2:14][C:15]2[C:24]3[C:19](=[CH:20][C:21]([Br:25])=[CH:22][CH:23]=3)[CH:18]=[CH:17][C:16]=2[O:26][CH3:27])[C:10]2[CH:28]=[CH:29][CH:30]=[CH:31][C:9]=2[CH2:8][CH2:7]1)=[O:4].[CH:33]1([CH:36]=O)[CH2:35][CH2:34]1. (4) Given the product [CH3:1][C:2]1([CH3:11])[CH2:7][C:8](=[O:10])[O:9][C:4](=[O:5])[CH2:3]1, predict the reactants needed to synthesize it. The reactants are: [CH3:1][C:2]([CH3:11])([CH2:7][C:8]([OH:10])=[O:9])[CH2:3][C:4](O)=[O:5].C(OC(=O)C)(=O)C.